This data is from Full USPTO retrosynthesis dataset with 1.9M reactions from patents (1976-2016). The task is: Predict the reactants needed to synthesize the given product. (1) Given the product [CH3:48][S:44]([C:3]1[N:4]=[C:5]([N:36]2[CH2:41][CH2:40][O:39][CH2:38][CH2:37]2)[C:6]2[C:11]([C:12]3[CH:13]=[CH:14][CH:15]=[CH:16][CH:17]=3)=[C:10]([C:18]3[CH:23]=[CH:22][C:21]([C:24]4([NH:28][C:29](=[O:35])[O:30][C:31]([CH3:34])([CH3:33])[CH3:32])[CH2:27][CH2:26][CH2:25]4)=[CH:20][CH:19]=3)[O:9][C:7]=2[N:8]=1)(=[O:46])=[O:43], predict the reactants needed to synthesize it. The reactants are: CS[C:3]1[N:4]=[C:5]([N:36]2[CH2:41][CH2:40][O:39][CH2:38][CH2:37]2)[C:6]2[C:11]([C:12]3[CH:17]=[CH:16][CH:15]=[CH:14][CH:13]=3)=[C:10]([C:18]3[CH:23]=[CH:22][C:21]([C:24]4([NH:28][C:29](=[O:35])[O:30][C:31]([CH3:34])([CH3:33])[CH3:32])[CH2:27][CH2:26][CH2:25]4)=[CH:20][CH:19]=3)[O:9][C:7]=2[N:8]=1.O[O:43][S:44]([O-:46])=O.[K+].[C:48](=O)([O-])O.[Na+]. (2) Given the product [OH:23][C@H:22]([CH3:24])[CH2:21][N:9]1[C:10]2[C:6](=[CH:5][C:4]([N+:1]([O-:3])=[O:2])=[CH:12][CH:11]=2)[C:7]([C:13]#[N:14])=[N:8]1, predict the reactants needed to synthesize it. The reactants are: [N+:1]([C:4]1[CH:5]=[C:6]2[C:10](=[CH:11][CH:12]=1)[NH:9][N:8]=[C:7]2[C:13]#[N:14])([O-:3])=[O:2].C([O-])([O-])=O.[K+].[K+].[CH3:21][C@@H:22]1[CH2:24][O:23]1. (3) Given the product [OH:30][C@H:31]([CH2:35][C:36]1[CH:41]=[CH:40][CH:39]=[CH:38][CH:37]=1)[C:32]([NH:1][CH2:4][CH:5]1[CH2:10][CH2:9][C:8]2[C:11]3[C:16]([NH:17][C:18]4[CH:19]=[C:20]5[C:24](=[CH:25][C:26]=4[O:27][CH3:28])[NH:23][N:22]=[CH:21]5)=[N:15][CH:14]=[N:13][C:12]=3[S:29][C:7]=2[CH2:6]1)=[O:33], predict the reactants needed to synthesize it. The reactants are: [N:1]([CH2:4][CH:5]1[CH2:10][CH2:9][C:8]2[C:11]3[C:16]([NH:17][C:18]4[CH:19]=[C:20]5[C:24](=[CH:25][C:26]=4[O:27][CH3:28])[NH:23][N:22]=[CH:21]5)=[N:15][CH:14]=[N:13][C:12]=3[S:29][C:7]=2[CH2:6]1)=[N+]=[N-].[OH:30][C@@H:31]([CH2:35][C:36]1[CH:41]=[CH:40][CH:39]=[CH:38][CH:37]=1)[C:32](O)=[O:33]. (4) Given the product [CH3:1][O:2][CH2:3][O:4][C:5]1[CH:9]=[C:8]([C:10]([O:12][CH3:13])=[O:11])[N:7]([CH3:16])[N:6]=1, predict the reactants needed to synthesize it. The reactants are: [CH3:1][O:2][CH2:3][O:4][C:5]1[CH:9]=[C:8]([C:10]([O:12][CH3:13])=[O:11])[NH:7][N:6]=1.CI.[C:16](=O)([O-])[O-].[K+].[K+].CN(C)C=O. (5) The reactants are: [H-].[Na+].[CH2:3]([C@H:10]1[CH2:14][O:13][C:12](=[O:15])[NH:11]1)[C:4]1[CH:9]=[CH:8][CH:7]=[CH:6][CH:5]=1.Br[CH2:17][C:18]1[CH:23]=[C:22]([C:24]([F:27])([F:26])[F:25])[CH:21]=[CH:20][C:19]=1[C:28]1[CH:33]=[C:32]([CH:34]([CH3:36])[CH3:35])[C:31]([F:37])=[CH:30][C:29]=1[O:38][CH3:39]. Given the product [CH2:3]([C@H:10]1[CH2:14][O:13][C:12](=[O:15])[N:11]1[CH2:17][C:18]1[CH:23]=[C:22]([C:24]([F:25])([F:26])[F:27])[CH:21]=[CH:20][C:19]=1[C:28]1[CH:33]=[C:32]([CH:34]([CH3:36])[CH3:35])[C:31]([F:37])=[CH:30][C:29]=1[O:38][CH3:39])[C:4]1[CH:5]=[CH:6][CH:7]=[CH:8][CH:9]=1, predict the reactants needed to synthesize it. (6) Given the product [Br:1][C:2]1[CH:3]=[CH:4][C:5]([C:16]#[C:15][C:9]2[CH:14]=[CH:13][CH:12]=[CH:11][CH:10]=2)=[N:6][CH:7]=1, predict the reactants needed to synthesize it. The reactants are: [Br:1][C:2]1[CH:3]=[CH:4][C:5](I)=[N:6][CH:7]=1.[C:9]1([C:15]#[CH:16])[CH:14]=[CH:13][CH:12]=[CH:11][CH:10]=1.C(N(CC)CC)C. (7) The reactants are: S(O)([O:4][CH2:5][CH2:6][NH2:7])(=O)=O.[CH2:9]([O:16][CH2:17][C@H:18]1[CH2:20]O1)[C:10]1[CH:15]=[CH:14][CH:13]=[CH:12][CH:11]=1.[OH-].[Na+]. Given the product [CH2:9]([O:16][CH2:17][C@@H:18]1[O:4][CH2:5][CH2:6][NH:7][CH2:20]1)[C:10]1[CH:15]=[CH:14][CH:13]=[CH:12][CH:11]=1, predict the reactants needed to synthesize it. (8) Given the product [CH2:20]([N:22]([CH2:23][CH3:24])[C:2]1[N:7]=[N:6][C:5]([C:8]2[CH:13]=[CH:12][CH:11]=[CH:10][CH:9]=2)=[C:4]([C:14]2[CH:19]=[CH:18][N:17]=[CH:16][CH:15]=2)[CH:3]=1)[CH3:21], predict the reactants needed to synthesize it. The reactants are: Cl[C:2]1[N:7]=[N:6][C:5]([C:8]2[CH:13]=[CH:12][CH:11]=[CH:10][CH:9]=2)=[C:4]([C:14]2[CH:19]=[CH:18][N:17]=[CH:16][CH:15]=2)[CH:3]=1.[CH2:20]([NH:22][CH2:23][CH3:24])[CH3:21].C(OCC)(=O)C.CCCCCC. (9) Given the product [Cl:1][C:2]1[C:7]([F:8])=[C:6]([F:9])[CH:5]=[CH:4][C:3]=1[CH2:10][NH:11][C:12]([CH:14]1[CH2:18][N:17]([C:22]2[N:23]=[CH:24][N:25]([CH3:27])[CH:26]=2)[C:16](=[O:19])[N:15]1[CH3:20])=[O:13], predict the reactants needed to synthesize it. The reactants are: [Cl:1][C:2]1[C:7]([F:8])=[C:6]([F:9])[CH:5]=[CH:4][C:3]=1[CH2:10][NH:11][C:12]([CH:14]1[CH2:18][NH:17][C:16](=[O:19])[N:15]1[CH3:20])=[O:13].Br[C:22]1[N:23]=[CH:24][N:25]([CH3:27])[CH:26]=1.P([O-])([O-])([O-])=O.[K+].[K+].[K+].CN(C)[C@@H]1CCCC[C@H]1N.